From a dataset of Reaction yield outcomes from USPTO patents with 853,638 reactions. Predict the reaction yield, written as a fraction of the theoretical maximum amount of product (1.0 means a 100% yield; for example, 0.34 means a 34% yield). (1) The reactants are [C:1]([CH:3]([CH2:9][C:10]([C:12]1[C:17]([F:18])=[CH:16][CH:15]=[CH:14][C:13]=1[F:19])=O)[C:4]([O:6][CH2:7][CH3:8])=[O:5])#[N:2].C(OCC)(=O)C.[ClH:26]. The catalyst is C(OCC)(=O)C. The product is [Cl:26][C:1]1[NH:2][C:10]([C:12]2[C:17]([F:18])=[CH:16][CH:15]=[CH:14][C:13]=2[F:19])=[CH:9][C:3]=1[C:4]([O:6][CH2:7][CH3:8])=[O:5]. The yield is 0.680. (2) The reactants are [F:1][C:2]1[CH:10]=[C:9]([C:11]([O:13][CH3:14])=[O:12])[CH:8]=[C:7]2[C:3]=1[CH:4]=[N:5][NH:6]2.[OH-].[K+].[I:17]I. The product is [F:1][C:2]1[CH:10]=[C:9]([C:11]([O:13][CH3:14])=[O:12])[CH:8]=[C:7]2[C:3]=1[C:4]([I:17])=[N:5][NH:6]2. The yield is 1.00. The catalyst is CN(C=O)C. (3) The reactants are [CH2:1]([N:3]1[C:7]2[N:8]=[N:9][CH:10]=[C:11]([C:12]3[CH:17]=[CH:16][C:15]([F:18])=[C:14](I)[CH:13]=3)[C:6]=2[N:5]=[CH:4]1)[CH3:2].[CH2:20]([S:22]([C:25]1[CH:30]=[CH:29][C:28](B2OC(C)(C)C(C)(C)O2)=[C:27]([O:40][CH3:41])[CH:26]=1)(=[O:24])=[O:23])[CH3:21].C(=O)([O-])[O-].[Cs+].[Cs+]. The catalyst is O1CCOCC1.O.CCOC(C)=O.[Pd](Cl)Cl.C(P(C(C)(C)C)[C-]1C=CC=C1)(C)(C)C.[C-]1(P(C(C)(C)C)C(C)(C)C)C=CC=C1.[Fe+2]. The product is [CH2:1]([N:3]1[C:7]2[N:8]=[N:9][CH:10]=[C:11]([C:12]3[CH:13]=[C:14]([C:28]4[CH:29]=[CH:30][C:25]([S:22]([CH2:20][CH3:21])(=[O:24])=[O:23])=[CH:26][C:27]=4[O:40][CH3:41])[C:15]([F:18])=[CH:16][CH:17]=3)[C:6]=2[N:5]=[CH:4]1)[CH3:2]. The yield is 0.130. (4) The reactants are [C:1]([NH:8][CH2:9][C:10]1[CH:15]=[CH:14][CH:13]=[CH:12][C:11]=1Br)([O:3][C:4]([CH3:7])([CH3:6])[CH3:5])=[O:2].C(N(CCCC)CCCC)CCC.C1(C)C=CC=CC=1P(C1C=CC=CC=1C)C1C=CC=CC=1C.[CH2:52]([O:54][C:55](=[O:59])/[CH:56]=[CH:57]/[CH3:58])[CH3:53]. The catalyst is C([O-])(=O)C.[Pd+2].C([O-])(=O)C. The product is [CH2:52]([O:54][C:55](=[O:59])[CH:56]=[C:57]([C:11]1[CH:12]=[CH:13][CH:14]=[CH:15][C:10]=1[CH2:9][NH:8][C:1]([O:3][C:4]([CH3:7])([CH3:6])[CH3:5])=[O:2])[CH3:58])[CH3:53]. The yield is 0.200. (5) The product is [F:55][C:56]1[CH:57]=[C:58]2[C:63](=[CH:64][CH:65]=1)[N:62]=[C:61]([N:66]1[CH2:67][CH2:68][N:69]([C:19](=[O:20])[CH2:18][O:17][CH:14]3[CH2:15][CH2:16][CH:11]([NH:10][C:7]4[CH:8]=[CH:9][C:4]([N+:1]([O-:3])=[O:2])=[C:5]([C:22]([F:23])([F:24])[F:25])[CH:6]=4)[CH2:12][CH2:13]3)[CH2:70][CH2:71]1)[CH:60]=[CH:59]2. The reactants are [N+:1]([C:4]1[CH:9]=[CH:8][C:7]([NH:10][CH:11]2[CH2:16][CH2:15][CH:14]([O:17][CH2:18][C:19](O)=[O:20])[CH2:13][CH2:12]2)=[CH:6][C:5]=1[C:22]([F:25])([F:24])[F:23])([O-:3])=[O:2].CCN=C=NCCCN(C)C.Cl.C1C=CC2N(O)N=NC=2C=1.C(N(CC)CC)C.[F:55][C:56]1[CH:57]=[C:58]2[C:63](=[CH:64][CH:65]=1)[N:62]=[C:61]([N:66]1[CH2:71][CH2:70][NH:69][CH2:68][CH2:67]1)[CH:60]=[CH:59]2. The yield is 0.480. The catalyst is ClCCl.